From a dataset of Tyrosyl-DNA phosphodiesterase HTS with 341,365 compounds. Binary Classification. Given a drug SMILES string, predict its activity (active/inactive) in a high-throughput screening assay against a specified biological target. (1) The compound is s1c2nc(c3c(CC(OC3)(C)C)c2c2ncnc(NCCO)c12)c1occc1. The result is 0 (inactive). (2) The molecule is s1c(C(=O)N2CC(CCC2)C(OCC)=O)cc2c1c1c(n(c2=O)C)cccc1. The result is 0 (inactive). (3) The drug is Clc1cc(N2C(N3C(CCC3)C2=O)c2cc(F)ccc2)ccc1OC. The result is 0 (inactive). (4) The molecule is Clc1c(N2CCOCC2)ccc(NC(=O)Cn2c(cc(c(c2=O)C#N)C)C)c1. The result is 0 (inactive). (5) The molecule is o1c2c(c(N3CCN(CC3)C)c(N)c1=O)cccc2. The result is 0 (inactive). (6) The compound is n1(nnc2c1cccc2)Cc1c2c(ccc1)cccc2. The result is 0 (inactive).